From a dataset of Reaction yield outcomes from USPTO patents with 853,638 reactions. Predict the reaction yield, written as a fraction of the theoretical maximum amount of product (1.0 means a 100% yield; for example, 0.34 means a 34% yield). (1) The reactants are CC[N:3]([CH:7]([CH3:9])[CH3:8])C(C)C.BrCC(C1[CH:19]=[CH:18][C:17]([Br:20])=[CH:16][CH:15]=1)=O.[C:21]([O:25][C:26]([N:28]1[C@H:33]([C:34](O)=O)[CH2:32][C@@H:31]2[C@H:29]1[CH2:30]2)=[O:27])([CH3:24])([CH3:23])[CH3:22].C([O-])(=O)C.[NH4+:41]. The catalyst is CC#N. The product is [Br:20][C:17]1[CH:18]=[CH:19][C:9]([C:7]2[NH:3][C:34]([C@@H:33]3[CH2:32][C@@H:31]4[C@@H:29]([CH2:30]4)[N:28]3[C:26]([O:25][C:21]([CH3:24])([CH3:23])[CH3:22])=[O:27])=[N:41][CH:8]=2)=[CH:15][CH:16]=1. The yield is 0.888. (2) The reactants are [N+:1]([C:4]1[CH:5]=[C:6]([CH:16]=[CH:17][CH:18]=1)[CH2:7][CH2:8][NH:9][C:10](=[O:15])[C:11]([F:14])([F:13])[F:12])([O-])=O. The catalyst is CO.[Pd]. The product is [NH2:1][C:4]1[CH:5]=[C:6]([CH:16]=[CH:17][CH:18]=1)[CH2:7][CH2:8][NH:9][C:10](=[O:15])[C:11]([F:12])([F:13])[F:14]. The yield is 0.980. (3) The reactants are O[CH:2]([C:4]1[CH:17]=[CH:16][C:7]2[CH:8]=[C:9]([C:11]([O:13][CH2:14][CH3:15])=[O:12])[S:10][C:6]=2[CH:5]=1)[CH3:3].C1(P([N:32]=[N+:33]=[N-:34])(C2C=CC=CC=2)=O)C=CC=CC=1.C1CCN2C(=NCCC2)CC1.[N-]=[N+]=[N-]. The catalyst is C1(C)C=CC=CC=1. The product is [N:32]([CH:2]([C:4]1[CH:17]=[CH:16][C:7]2[CH:8]=[C:9]([C:11]([O:13][CH2:14][CH3:15])=[O:12])[S:10][C:6]=2[CH:5]=1)[CH3:3])=[N+:33]=[N-:34]. The yield is 0.804. (4) The reactants are [CH3:1][C:2]1[N:3]=[C:4]([NH:11][C:12]([N:14]2[CH2:19][CH2:18][N:17]([C:20]3[CH:25]=[CH:24][CH:23]=[CH:22][C:21]=3[O:26][CH3:27])[CH2:16][CH2:15]2)=[O:13])[C:5]([O:9][CH3:10])=[N:6][C:7]=1[CH3:8].[H-].[Na+].[CH3:30]I. The catalyst is CN(C)C=O. The product is [CH3:1][C:2]1[N:3]=[C:4]([N:11]([CH3:30])[C:12]([N:14]2[CH2:19][CH2:18][N:17]([C:20]3[CH:25]=[CH:24][CH:23]=[CH:22][C:21]=3[O:26][CH3:27])[CH2:16][CH2:15]2)=[O:13])[C:5]([O:9][CH3:10])=[N:6][C:7]=1[CH3:8]. The yield is 0.925. (5) The reactants are [CH3:1][C:2]1([CH3:24])[CH2:11][CH2:10][C:9]2[C:4](=[CH:5][CH:6]=[C:7]([S:12]([NH:15][CH2:16][C:17]([O:19][C:20]([CH3:23])([CH3:22])[CH3:21])=[O:18])(=[O:14])=[O:13])[CH:8]=2)[O:3]1.CCN(P1(N(C)CCCN1C)=NC(C)(C)C)CC.[Br:43][C:44]1[CH:49]=[CH:48][C:47]([O:50][CH3:51])=[C:46]([CH2:52]Br)[CH:45]=1. The catalyst is CC#N. The product is [Br:43][C:44]1[CH:49]=[CH:48][C:47]([O:50][CH3:51])=[C:46]([CH:45]=1)[CH2:52][N:15]([CH2:16][C:17]([O:19][C:20]([CH3:23])([CH3:22])[CH3:21])=[O:18])[S:12]([C:7]1[CH:8]=[C:9]2[C:4](=[CH:5][CH:6]=1)[O:3][C:2]([CH3:24])([CH3:1])[CH2:11][CH2:10]2)(=[O:14])=[O:13]. The yield is 0.850. (6) The reactants are S(=O)(=O)(O)O.[O:6]=[C:7]([C:14]1[CH:19]=[CH:18][CH:17]=[CH:16][CH:15]=1)[CH2:8][CH2:9][CH2:10][C:11]([OH:13])=[O:12].[CH2:20](O)[CH2:21][OH:22].COC(OC)OC.C([O-])(O)=O.[Na+]. The catalyst is ClCCl. The product is [C:14]1([C:7]2([CH2:8][CH2:9][CH2:10][C:11]([OH:13])=[O:12])[O:22][CH2:21][CH2:20][O:6]2)[CH:19]=[CH:18][CH:17]=[CH:16][CH:15]=1. The yield is 0.170. (7) The reactants are [CH3:1][C:2]1[S:3][CH:4]=[C:5]([C:7]([OH:9])=[O:8])[N:6]=1.[Br:10]Br. The catalyst is O1CCCC1.CCCCCC. The product is [Br:10][C:4]1[S:3][C:2]([CH3:1])=[N:6][C:5]=1[C:7]([OH:9])=[O:8]. The yield is 0.990. (8) The reactants are [O:1]([C:3]1[CH:8]=[CH:7][C:6]([C:9]2[N:18]=[C:17]([C:19]([OH:21])=O)[C:16]3[C:11](=[CH:12][CH:13]=[CH:14][CH:15]=3)[N:10]=2)=[CH:5][CH:4]=1)[CH3:2].Cl.[OH:23][C:24]1[C:33]([N:34]([CH3:36])[CH3:35])=[CH:32][CH:31]=[C:30]2[C:25]=1[CH2:26][CH2:27][NH:28][CH2:29]2. No catalyst specified. The product is [O:1]([C:3]1[CH:4]=[CH:5][C:6]([C:9]2[N:18]=[C:17]([C:19]([N:28]3[CH2:27][CH2:26][C:25]4[C:30](=[CH:31][CH:32]=[C:33]([N:34]([CH3:36])[CH3:35])[C:24]=4[OH:23])[CH2:29]3)=[O:21])[C:16]3[C:11](=[CH:12][CH:13]=[CH:14][CH:15]=3)[N:10]=2)=[CH:7][CH:8]=1)[CH3:2]. The yield is 0.140. (9) The reactants are CS(O)(=O)=[O:3].[Cl:6][CH2:7][C@@H:8]([O:12][Si](C)(C)C)[CH2:9][C:10]#N.[C:17]([O:21][C:22](=[O:25])[CH2:23]Br)([CH3:20])([CH3:19])[CH3:18].Cl. The catalyst is [Zn].O1CCCC1. The product is [C:17]([O:21][C:22](=[O:25])[CH2:23][C:10](=[O:3])[CH2:9][C@H:8]([OH:12])[CH2:7][Cl:6])([CH3:20])([CH3:19])[CH3:18]. The yield is 0.870. (10) The reactants are [CH2:1]([O:3][CH2:4][O:5][C:6]1[CH:7]=[CH:8][C:9]2[O:13][C:12](B(O)O)=[CH:11][C:10]=2[CH:17]=1)[CH3:2].[C:18]([O:22][C:23](=[O:36])[N:24]([C:26]1[CH:31]=[CH:30][C:29](Br)=[C:28]([N+:33]([O-:35])=[O:34])[N:27]=1)[CH3:25])([CH3:21])([CH3:20])[CH3:19].CCN(CC)CC. The catalyst is C(O)C.Cl[Pd](Cl)([P](C1C=CC=CC=1)(C1C=CC=CC=1)C1C=CC=CC=1)[P](C1C=CC=CC=1)(C1C=CC=CC=1)C1C=CC=CC=1. The product is [C:18]([O:22][C:23](=[O:36])[N:24]([C:26]1[CH:31]=[CH:30][C:29]([C:12]2[O:13][C:9]3[CH:8]=[CH:7][C:6]([O:5][CH2:4][O:3][CH2:1][CH3:2])=[CH:17][C:10]=3[CH:11]=2)=[C:28]([N+:33]([O-:35])=[O:34])[N:27]=1)[CH3:25])([CH3:21])([CH3:19])[CH3:20]. The yield is 0.580.